Regression. Given a peptide amino acid sequence and an MHC pseudo amino acid sequence, predict their binding affinity value. This is MHC class I binding data. From a dataset of Peptide-MHC class I binding affinity with 185,985 pairs from IEDB/IMGT. (1) The peptide sequence is HAETESATL. The MHC is HLA-A02:12 with pseudo-sequence HLA-A02:12. The binding affinity (normalized) is 0.0847. (2) The peptide sequence is HPKLRPILL. The MHC is HLA-A02:06 with pseudo-sequence HLA-A02:06. The binding affinity (normalized) is 0.0847. (3) The peptide sequence is TTRAWFDKK. The MHC is HLA-A30:01 with pseudo-sequence HLA-A30:01. The binding affinity (normalized) is 0.766. (4) The peptide sequence is LPGPDTRHL. The MHC is HLA-B40:02 with pseudo-sequence HLA-B40:02. The binding affinity (normalized) is 0.